Dataset: Reaction yield outcomes from USPTO patents with 853,638 reactions. Task: Predict the reaction yield, written as a fraction of the theoretical maximum amount of product (1.0 means a 100% yield; for example, 0.34 means a 34% yield). The reactants are C(N(CC)CC)C.[CH3:8][O:9][C:10]([C:12]1[C:21]([OH:22])=[C:20]2[C:15]([CH:16]=[CH:17][CH:18]=[N:19]2)=[C:14]([Br:23])[N:13]=1)=[O:11].[C:24]1([CH3:34])[CH:29]=[CH:28][C:27]([S:30](Cl)(=[O:32])=[O:31])=[CH:26][CH:25]=1. The catalyst is C(Cl)(Cl)Cl. The product is [CH3:8][O:9][C:10]([C:12]1[C:21]([O:22][S:30]([C:27]2[CH:28]=[CH:29][C:24]([CH3:34])=[CH:25][CH:26]=2)(=[O:32])=[O:31])=[C:20]2[C:15]([CH:16]=[CH:17][CH:18]=[N:19]2)=[C:14]([Br:23])[N:13]=1)=[O:11]. The yield is 0.970.